This data is from Peptide-MHC class I binding affinity with 185,985 pairs from IEDB/IMGT. The task is: Regression. Given a peptide amino acid sequence and an MHC pseudo amino acid sequence, predict their binding affinity value. This is MHC class I binding data. (1) The peptide sequence is FLRKNQRAL. The MHC is HLA-C14:02 with pseudo-sequence HLA-C14:02. The binding affinity (normalized) is 0.763. (2) The peptide sequence is NEYRQYLDA. The MHC is HLA-B40:02 with pseudo-sequence HLA-B40:02. The binding affinity (normalized) is 0.367.